Dataset: Peptide-MHC class I binding affinity with 185,985 pairs from IEDB/IMGT. Task: Regression. Given a peptide amino acid sequence and an MHC pseudo amino acid sequence, predict their binding affinity value. This is MHC class I binding data. (1) The peptide sequence is KSRQGDTKV. The MHC is HLA-A02:03 with pseudo-sequence HLA-A02:03. The binding affinity (normalized) is 0.0847. (2) The peptide sequence is YTAVVPLVV. The MHC is HLA-A29:02 with pseudo-sequence HLA-A29:02. The binding affinity (normalized) is 0.0863. (3) The peptide sequence is AIFQSSMTK. The MHC is HLA-A02:06 with pseudo-sequence HLA-A02:06. The binding affinity (normalized) is 0.155. (4) The peptide sequence is FELKNSTTI. The MHC is HLA-A02:02 with pseudo-sequence HLA-A02:02. The binding affinity (normalized) is 0.147. (5) The peptide sequence is KLIDVEMTR. The MHC is HLA-B15:01 with pseudo-sequence HLA-B15:01. The binding affinity (normalized) is 0.252. (6) The binding affinity (normalized) is 0.0847. The peptide sequence is LARQHIAAL. The MHC is HLA-A02:01 with pseudo-sequence HLA-A02:01. (7) The peptide sequence is NRSGSQQWR. The MHC is HLA-A02:01 with pseudo-sequence HLA-A02:01. The binding affinity (normalized) is 0.